Dataset: Catalyst prediction with 721,799 reactions and 888 catalyst types from USPTO. Task: Predict which catalyst facilitates the given reaction. (1) Reactant: F[C:2]1[CH:3]=[CH:4][C:5]([N+:9]([O-:11])=[O:10])=[C:6]([CH3:8])[CH:7]=1.C(=O)([O-])[O-].[Na+].[Na+].[CH3:18][N:19]([CH2:24][CH2:25][CH2:26][NH2:27])[CH2:20][CH2:21][CH2:22][NH2:23]. Product: [CH3:18][N:19]([CH2:24][CH2:25][CH2:26][NH:27][C:2]1[CH:3]=[CH:4][C:5]([N+:9]([O-:11])=[O:10])=[C:6]([CH3:8])[CH:7]=1)[CH2:20][CH2:21][CH2:22][NH:23][C:2]1[CH:3]=[CH:4][C:5]([N+:9]([O-:11])=[O:10])=[C:6]([CH3:8])[CH:7]=1. The catalyst class is: 11. (2) Reactant: Br[CH2:2][CH2:3][CH2:4][N:5]([CH3:14])[C:6]1[CH:11]=[CH:10][CH:9]=[C:8]([O:12][CH3:13])[CH:7]=1.[N-:15]=[N+:16]=[N-:17].[Na+]. Product: [N:15]([CH2:2][CH2:3][CH2:4][N:5]([CH3:14])[C:6]1[CH:11]=[CH:10][CH:9]=[C:8]([O:12][CH3:13])[CH:7]=1)=[N+:16]=[N-:17]. The catalyst class is: 3.